The task is: Predict which catalyst facilitates the given reaction.. This data is from Catalyst prediction with 721,799 reactions and 888 catalyst types from USPTO. (1) Reactant: C([Mg]Cl)(C)C.I[C:7]1[CH:8]=[C:9]([C:14]2[O:15][C:16]([CH3:19])=[N:17][N:18]=2)[CH:10]=[CH:11][C:12]=1[CH3:13].[B:20](OC(C)C)([O:25]C(C)C)[O:21]C(C)C.Cl. Product: [CH3:13][C:12]1[CH:11]=[CH:10][C:9]([C:14]2[O:15][C:16]([CH3:19])=[N:17][N:18]=2)=[CH:8][C:7]=1[B:20]([OH:25])[OH:21]. The catalyst class is: 30. (2) Reactant: [N+](C1C=CC(O[C:11](=[O:39])[NH:12][C:13]2[CH:18]=[C:17]([Cl:19])[CH:16]=[CH:15][C:14]=2[O:20][CH2:21][C:22]([N:24]2[CH2:29][CH2:28][N:27]([CH2:30][C:31]3[CH:36]=[CH:35][C:34]([F:37])=[CH:33][CH:32]=3)[CH2:26][C@H:25]2[CH3:38])=[O:23])=CC=1)([O-])=O.Cl.[CH3:41][O:42][C:43](=[O:47])[CH2:44][CH2:45][NH2:46].C(N(CC)CC)C. Product: [CH3:41][O:42][C:43](=[O:47])[CH2:44][CH2:45][NH:46][C:11]([NH:12][C:13]1[CH:18]=[C:17]([Cl:19])[CH:16]=[CH:15][C:14]=1[O:20][CH2:21][C:22]([N:24]1[CH2:29][CH2:28][N:27]([CH2:30][C:31]2[CH:36]=[CH:35][C:34]([F:37])=[CH:33][CH:32]=2)[CH2:26][C@H:25]1[CH3:38])=[O:23])=[O:39]. The catalyst class is: 5. (3) Reactant: [Cl:1][C:2]1[CH:12]=[C:11]([C:13]([O-:15])=O)[CH:10]=[CH:9][C:3]=1[C:4]([O:6][CH2:7][CH3:8])=[O:5].[CH3:16][CH:17]([NH2:20])[CH2:18][OH:19].O.OC1C2N=NNC=2C=CC=1.Cl.C(N=C=NCCCN(C)C)C. Product: [Cl:1][C:2]1[CH:12]=[C:11]([C:13]([NH:20][CH:17]([CH3:16])[CH2:18][OH:19])=[O:15])[CH:10]=[CH:9][C:3]=1[C:4]([O:6][CH2:7][CH3:8])=[O:5]. The catalyst class is: 35. (4) Reactant: [Cl:1][C:2]1[C:3]([C:9]2[CH:14]=[CH:13][CH:12]=[C:11]([NH:15][CH2:16][CH:17]3[CH2:22][C@H:21]([CH3:23])[O:20][C@H:19]([CH3:24])[CH2:18]3)[N:10]=2)=[CH:4][C:5](F)=[N:6][CH:7]=1.[OH-].[NH4+:26]. Product: [Cl:1][C:2]1[C:3]([C:9]2[CH:14]=[CH:13][CH:12]=[C:11]([NH:15][CH2:16][CH:17]3[CH2:22][C@H:21]([CH3:23])[O:20][C@H:19]([CH3:24])[CH2:18]3)[N:10]=2)=[CH:4][C:5]([NH2:26])=[N:6][CH:7]=1. The catalyst class is: 13. (5) Reactant: [Br:1][C:2]1[CH:10]=[CH:9][C:5]([C:6](Cl)=[O:7])=[CH:4][CH:3]=1.[CH:11]1([NH2:14])[CH2:13][CH2:12]1. The catalyst class is: 2. Product: [Br:1][C:2]1[CH:10]=[CH:9][C:5]([C:6]([NH:14][CH:11]2[CH2:13][CH2:12]2)=[O:7])=[CH:4][CH:3]=1. (6) Reactant: [O-]CC.[Na+].[C:5]([C:7]1[C:11]([C:12]2[CH:17]=[CH:16][C:15]([O:18][CH3:19])=[CH:14][C:13]=2[NH:20]C(=O)C(C)(C)C)=[C:10]([CH2:27][CH3:28])[N:9]([CH2:29][CH3:30])[N:8]=1)#[N:6]. Product: [CH2:27]([C:10]1[N:9]([CH2:29][CH3:30])[N:8]=[C:7]2[C:11]=1[C:12]1[CH:17]=[CH:16][C:15]([O:18][CH3:19])=[CH:14][C:13]=1[N:20]=[C:5]2[NH2:6])[CH3:28]. The catalyst class is: 8.